Predict the product of the given reaction. From a dataset of Forward reaction prediction with 1.9M reactions from USPTO patents (1976-2016). (1) The product is: [OH:21][C:17]1[CH:16]=[C:15]2[C:20]([CH:11]([CH2:10][CH2:9][CH2:8][CH2:7][CH2:6][CH2:5][CH2:4][CH2:3][CH2:2][NH:1][S:41]([CH2:40][CH2:39][CH2:38][C:37]([F:36])([F:49])[C:45]([F:46])([F:47])[F:48])(=[O:43])=[O:42])[C:12]([C:26]3[CH:31]=[CH:30][C:29]([OH:32])=[CH:28][CH:27]=3)([CH3:25])[CH2:13][O:14]2)=[CH:19][CH:18]=1. Given the reactants [NH2:1][CH2:2][CH2:3][CH2:4][CH2:5][CH2:6][CH2:7][CH2:8][CH2:9][CH2:10][CH:11]1[C:20]2[C:15](=[CH:16][C:17]([O:21]COC)=[CH:18][CH:19]=2)[O:14][CH2:13][C:12]1([C:26]1[CH:31]=[CH:30][C:29]([O:32]COC)=[CH:28][CH:27]=1)[CH3:25].[F:36][C:37]([F:49])([C:45]([F:48])([F:47])[F:46])[CH2:38][CH2:39][CH2:40][S:41](Cl)(=[O:43])=[O:42].C(N(CC)CC)C, predict the reaction product. (2) The product is: [F:33][C:2]([F:1])([F:34])[C:3]([C:12]1[N:17]=[C:16]([CH2:18][CH2:19][CH3:20])[C:15]([O:21][C:22]2[CH:27]=[CH:26][N:25]=[C:24]([CH2:29][OH:30])[CH:23]=2)=[CH:14][CH:13]=1)([O:8][CH2:9][O:10][CH3:11])[C:4]([F:7])([F:6])[F:5]. Given the reactants [F:1][C:2]([F:34])([F:33])[C:3]([C:12]1[N:17]=[C:16]([CH2:18][CH2:19][CH3:20])[C:15]([O:21][C:22]2[C:27](I)=[CH:26][N:25]=[C:24]([C:29](OC)=[O:30])[CH:23]=2)=[CH:14][CH:13]=1)([O:8][CH2:9][O:10][CH3:11])[C:4]([F:7])([F:6])[F:5].[H-].[Al+3].[Li+].[H-].[H-].[H-].O, predict the reaction product. (3) The product is: [Cl:18][CH2:2][C:3]1([CH3:9])[NH:7][C:6](=[O:8])[CH2:5][CH2:4]1. Given the reactants O[CH2:2][C:3]1([CH3:9])[NH:7][C:6](=[O:8])[CH2:5][CH2:4]1.N1C=CC=CC=1.S(Cl)([Cl:18])=O, predict the reaction product. (4) Given the reactants [F:1][C:2]1[CH:7]=[CH:6][CH:5]=[C:4]([OH:8])[C:3]=1[CH:9]1[N:13]([CH2:14][C:15]2[CH:20]=[CH:19][C:18]([O:21][C:22]([F:25])([F:24])[F:23])=[CH:17][CH:16]=2)[C:12](=[O:26])[CH:11]([CH3:27])[CH2:10]1.[F:28][CH2:29][CH2:30]I.C(=O)([O-])[O-].[K+].[K+].C(=O)([O-])[O-].[Cs+].[Cs+], predict the reaction product. The product is: [F:1][C:2]1[CH:7]=[CH:6][CH:5]=[C:4]([O:8][CH2:30][CH2:29][F:28])[C:3]=1[CH:9]1[N:13]([CH2:14][C:15]2[CH:20]=[CH:19][C:18]([O:21][C:22]([F:23])([F:24])[F:25])=[CH:17][CH:16]=2)[C:12](=[O:26])[CH:11]([CH3:27])[CH2:10]1. (5) Given the reactants [CH3:1][O:2][CH:3]1[CH2:10][CH:9]2[CH:5]([CH2:6][CH:7]([NH:11][CH2:12][C:13]([N:15]3[CH2:19][CH2:18][CH2:17][CH:16]3[C:20]#[N:21])=[O:14])[CH2:8]2)[CH2:4]1.[ClH:22], predict the reaction product. The product is: [ClH:22].[CH3:1][O:2][CH:3]1[CH2:10][CH:9]2[CH:5]([CH2:6][CH:7]([NH:11][CH2:12][C:13]([N:15]3[CH2:19][CH2:18][CH2:17][CH:16]3[C:20]#[N:21])=[O:14])[CH2:8]2)[CH2:4]1. (6) Given the reactants [NH:1]1[C:9]2[C:4](=[CH:5][CH:6]=[CH:7][CH:8]=2)[C:3]([C:10]([C:12]2[CH:17]=[CH:16][CH:15]=[C:14]([O:18]C)[CH:13]=2)=[O:11])=[N:2]1.[H-].[Na+].[H][H].Br[CH2:25][CH:26]=[C:27]([CH3:29])[CH3:28].[Cl-].[Li+], predict the reaction product. The product is: [OH:18][C:14]1[CH:13]=[C:12]([C:10]([C:3]2[C:4]3[C:9](=[CH:8][CH:7]=[CH:6][CH:5]=3)[N:1]([CH2:25][CH:26]=[C:27]([CH3:29])[CH3:28])[N:2]=2)=[O:11])[CH:17]=[CH:16][CH:15]=1. (7) Given the reactants Br[CH2:2][CH2:3][CH2:4][CH2:5][CH3:6].[Cl:7][C:8]1[CH:9]=[C:10]([CH:13]=[CH:14][C:15]=1[OH:16])[CH:11]=[O:12].BrCCC.OC1C=CC(C=O)=CC=1, predict the reaction product. The product is: [Cl:7][C:8]1[CH:9]=[C:10]([CH:13]=[CH:14][C:15]=1[O:16][CH2:2][CH2:3][CH2:4][CH2:5][CH3:6])[CH:11]=[O:12]. (8) Given the reactants [CH2:1]([N:8]1[CH2:13][CH2:12][CH:11]([OH:14])[CH2:10][CH2:9]1)[C:2]1[CH:7]=[CH:6][CH:5]=[CH:4][CH:3]=1.[H-].[Na+].Cl[C:18]1[N:33]=[CH:32][CH:31]=[CH:30][C:19]=1[C:20]([NH:22][C:23]1[CH:28]=[CH:27][CH:26]=[C:25]([Cl:29])[CH:24]=1)=[O:21].O, predict the reaction product. The product is: [CH2:1]([N:8]1[CH2:13][CH2:12][CH:11]([O:14][C:18]2[N:33]=[CH:32][CH:31]=[CH:30][C:19]=2[C:20]([NH:22][C:23]2[CH:28]=[CH:27][CH:26]=[C:25]([Cl:29])[CH:24]=2)=[O:21])[CH2:10][CH2:9]1)[C:2]1[CH:3]=[CH:4][CH:5]=[CH:6][CH:7]=1. (9) The product is: [CH3:25][C:26]1[CH:27]=[CH:28][C:29]([S:32]([OH:35])(=[O:34])=[O:33])=[CH:30][CH:31]=1.[NH2:8][CH2:9][CH:10]1[CH2:15][CH2:14][N:13]([CH2:16][C:17]2([C:22]([OH:24])=[O:23])[CH2:21][CH2:20][CH2:19][CH2:18]2)[CH2:12][CH2:11]1. Given the reactants C(OC([NH:8][CH2:9][CH:10]1[CH2:15][CH2:14][N:13]([CH2:16][C:17]2([C:22]([OH:24])=[O:23])[CH2:21][CH2:20][CH2:19][CH2:18]2)[CH2:12][CH2:11]1)=O)(C)(C)C.[CH3:25][C:26]1[CH:27]=[CH:28][C:29]([S:32]([OH:35])(=[O:34])=[O:33])=[CH:30][CH:31]=1.O.CCN(CC)CC, predict the reaction product. (10) The product is: [Cl:13][C:14]1[CH:15]=[CH:16][C:17]([C:20]2[N:21]=[C:22]([CH2:38][N:39]3[C:43]([CH:44]4[CH2:46][CH2:45]4)=[N:42][N:41]=[N:40]3)[C:23]([C:33]([NH:8][N:2]3[CH2:7][CH2:6][CH2:5][CH2:4][CH2:3]3)=[O:34])=[N:24][C:25]=2[C:26]2[CH:27]=[CH:28][C:29]([Cl:32])=[CH:30][CH:31]=2)=[CH:18][CH:19]=1. Given the reactants Cl.[N:2]1([NH2:8])[CH2:7][CH2:6][CH2:5][CH2:4][CH2:3]1.C[Al](C)C.[Cl:13][C:14]1[CH:19]=[CH:18][C:17]([C:20]2[N:21]=[C:22]([CH2:38][N:39]3[C:43]([CH:44]4[CH2:46][CH2:45]4)=[N:42][N:41]=[N:40]3)[C:23]([C:33](OCC)=[O:34])=[N:24][C:25]=2[C:26]2[CH:31]=[CH:30][C:29]([Cl:32])=[CH:28][CH:27]=2)=[CH:16][CH:15]=1, predict the reaction product.